This data is from Catalyst prediction with 721,799 reactions and 888 catalyst types from USPTO. The task is: Predict which catalyst facilitates the given reaction. (1) Reactant: [CH3:1][C:2]1[CH:11]=[C:10]([C:12]([O:14][CH3:15])=[O:13])[C:9]([CH3:16])=[CH:8][C:3]=1[C:4]([O:6][CH3:7])=[O:5].[N+:17]([O-])([OH:19])=[O:18].S(=O)(=O)(O)O. Product: [CH3:16][C:9]1[C:8]([N+:17]([O-:19])=[O:18])=[C:3]([C:4]([O:6][CH3:7])=[O:5])[C:2]([CH3:1])=[CH:11][C:10]=1[C:12]([O:14][CH3:15])=[O:13]. The catalyst class is: 4. (2) Reactant: Cl[C:2]1[C:7]([I:8])=[CH:6][N:5]=[CH:4][N:3]=1.C(=O)([O-])[O-].[Cs+].[Cs+].[NH:15]1[CH2:18][CH2:17][CH2:16]1. Product: [N:15]1([C:2]2[C:7]([I:8])=[CH:6][N:5]=[CH:4][N:3]=2)[CH2:18][CH2:17][CH2:16]1. The catalyst class is: 57. (3) The catalyst class is: 1. Reactant: CC(C)([O-])C.[K+].[Cl:7][CH2:8][C:9]([O:11][CH2:12][CH3:13])=[O:10].[CH:14](OCC)=O.[NH2:19][C:20]([NH2:22])=[S:21]. Product: [ClH:7].[NH2:19][C:20]1[S:21][C:8]([C:9]([O:11][CH2:12][CH3:13])=[O:10])=[CH:14][N:22]=1. (4) The catalyst class is: 596. Reactant: [I:1][C:2]1[CH:11]=[CH:10][CH:9]=[C:8]2[C:3]=1[CH:4]=[CH:5][NH:6][C:7]2=[O:12].Br[CH:14]([CH2:18][CH2:19][CH3:20])[CH2:15][CH2:16][CH3:17].[OH-].[K+]. Product: [I:1][C:2]1[CH:11]=[CH:10][CH:9]=[C:8]2[C:3]=1[CH:4]=[CH:5][N:6]([CH:14]([CH2:18][CH2:19][CH3:20])[CH2:15][CH2:16][CH3:17])[C:7]2=[O:12]. (5) Reactant: [C:1]([O:6][CH2:7][CH3:8])(=[O:5])[C:2]([CH3:4])=[O:3].N1C=CC=CC=1.[C:15](Cl)(=[O:23])[CH2:16][CH2:17][CH2:18][CH2:19][CH2:20][CH2:21][CH3:22].C(=O)([O-])O.[Na+]. Product: [C:15]([O:3][C:2](=[CH2:4])[C:1]([O:6][CH2:7][CH3:8])=[O:5])(=[O:23])[CH2:16][CH2:17][CH2:18][CH2:19][CH2:20][CH2:21][CH3:22]. The catalyst class is: 27. (6) Reactant: N1C=CC=CC=1.[CH:7]1([C:12]2[CH:17]=[CH:16][C:15]([OH:18])=[CH:14][CH:13]=2)[CH2:11][CH2:10][CH2:9][CH2:8]1.[F:19][C:20]([F:33])([F:32])[S:21](O[S:21]([C:20]([F:33])([F:32])[F:19])(=[O:23])=[O:22])(=[O:23])=[O:22].Cl. Product: [CH:7]1([C:12]2[CH:13]=[CH:14][C:15]([O:18][S:21]([C:20]([F:33])([F:32])[F:19])(=[O:23])=[O:22])=[CH:16][CH:17]=2)[CH2:8][CH2:9][CH2:10][CH2:11]1. The catalyst class is: 2. (7) Reactant: [CH3:1][N:2]1[CH2:7][CH2:6][N:5]([CH2:8][C:9]2[CH:14]=[CH:13][CH:12]=[CH:11][C:10]=2[C:15](=[O:33])/[CH:16]=[CH:17]/[C:18]2[CH:19]=[C:20](/[CH:24]=[CH:25]/[C:26]([O:28]C(C)(C)C)=O)[CH:21]=[CH:22][CH:23]=2)[CH2:4][CH2:3]1.C(O)(C(F)(F)F)=O.C1C=CC2[N:49]([OH:50])N=NC=2C=1.C(Cl)CCl.NOC1CCCCO1. Product: [OH:50][NH:49][C:26](=[O:28])/[CH:25]=[CH:24]/[C:20]1[CH:21]=[CH:22][CH:23]=[C:18](/[CH:17]=[CH:16]/[C:15]([C:10]2[CH:11]=[CH:12][CH:13]=[CH:14][C:9]=2[CH2:8][N:5]2[CH2:4][CH2:3][N:2]([CH3:1])[CH2:7][CH2:6]2)=[O:33])[CH:19]=1. The catalyst class is: 34.